From a dataset of Reaction yield outcomes from USPTO patents with 853,638 reactions. Predict the reaction yield, written as a fraction of the theoretical maximum amount of product (1.0 means a 100% yield; for example, 0.34 means a 34% yield). The reactants are CC1N=C(N2CCN(C3C=CC=CC=3)C2=O)SC=1C(OCC)=O.[CH3:24][C:25]1[N:26]=[C:27]([N:35]2[CH2:39][CH2:38][N:37]([CH2:40][CH2:41][C:42]3[CH:47]=[CH:46][CH:45]=[CH:44][CH:43]=3)[C:36]2=[O:48])[S:28][C:29]=1[C:30]([O:32]CC)=[O:31]. No catalyst specified. The product is [CH3:24][C:25]1[N:26]=[C:27]([N:35]2[CH2:39][CH2:38][N:37]([CH2:40][CH2:41][C:42]3[CH:47]=[CH:46][CH:45]=[CH:44][CH:43]=3)[C:36]2=[O:48])[S:28][C:29]=1[C:30]([OH:32])=[O:31]. The yield is 0.920.